The task is: Predict the reaction yield, written as a fraction of the theoretical maximum amount of product (1.0 means a 100% yield; for example, 0.34 means a 34% yield).. This data is from Reaction yield outcomes from USPTO patents with 853,638 reactions. (1) The reactants are [S:1]1[CH:5]=[CH:4][CH:3]=[C:2]1[C:6](Cl)=[O:7].[C:9]([O:13][C:14]([N:16]1[CH2:21][CH2:20][NH:19][CH2:18][CH2:17]1)=[O:15])([CH3:12])([CH3:11])[CH3:10]. The catalyst is CN(C1C=CN=CC=1)C.N1C=CC=CC=1. The product is [C:9]([O:13][C:14]([N:16]1[CH2:21][CH2:20][N:19]([C:6]([C:2]2[S:1][CH:5]=[CH:4][CH:3]=2)=[O:7])[CH2:18][CH2:17]1)=[O:15])([CH3:12])([CH3:10])[CH3:11]. The yield is 0.880. (2) The reactants are Br[C:2]1[CH:3]=[C:4]([NH:10][C:11]2[CH:16]=[CH:15][C:14]([N:17]3[CH2:22][CH2:21][N:20]([CH:23]4[CH2:26][O:25][CH2:24]4)[CH2:19][C@@H:18]3[CH2:27][CH3:28])=[CH:13][N:12]=2)[C:5](=[O:9])[N:6]([CH3:8])[CH:7]=1.[B:29]1([B:29]2[O:33][C:32]([CH3:35])([CH3:34])[C:31]([CH3:37])([CH3:36])[O:30]2)[O:33][C:32]([CH3:35])([CH3:34])[C:31]([CH3:37])([CH3:36])[O:30]1.CC(C1C=C(C(C)C)C(C2C=CC=CC=2P(C2CCCCC2)C2CCCCC2)=C(C(C)C)C=1)C.C([O-])(=O)C.[K+]. The catalyst is C1C=CC(/C=C/C(/C=C/C2C=CC=CC=2)=O)=CC=1.C1C=CC(/C=C/C(/C=C/C2C=CC=CC=2)=O)=CC=1.C1C=CC(/C=C/C(/C=C/C2C=CC=CC=2)=O)=CC=1.[Pd].[Pd].O1CCOCC1. The product is [CH2:27]([C@H:18]1[CH2:19][N:20]([CH:23]2[CH2:26][O:25][CH2:24]2)[CH2:21][CH2:22][N:17]1[C:14]1[CH:15]=[CH:16][C:11]([NH:10][C:4]2[C:5](=[O:9])[N:6]([CH3:8])[CH:7]=[C:2]([B:29]3[O:33][C:32]([CH3:35])([CH3:34])[C:31]([CH3:37])([CH3:36])[O:30]3)[CH:3]=2)=[N:12][CH:13]=1)[CH3:28]. The yield is 0.840. (3) The reactants are C([N:8](CC1C=CC=CC=1)[C@H:9]1[CH2:14][CH2:13][C@H:12]([C:15]2[CH:19]=[C:18]([CH2:20][O:21][CH3:22])[NH:17][N:16]=2)[CH2:11][CH2:10]1)C1C=CC=CC=1. The catalyst is [OH-].[OH-].[Pd+2].CCO. The product is [CH3:22][O:21][CH2:20][C:18]1[NH:17][N:16]=[C:15]([C@H:12]2[CH2:13][CH2:14][C@H:9]([NH2:8])[CH2:10][CH2:11]2)[CH:19]=1. The yield is 0.960.